Dataset: Forward reaction prediction with 1.9M reactions from USPTO patents (1976-2016). Task: Predict the product of the given reaction. (1) Given the reactants C[O:2][C:3]([C:5]1[N:6]=[C:7]2[C:12]([NH:13][S:14]([CH3:17])(=[O:16])=[O:15])=[CH:11][C:10](Br)=[CH:9][N:8]2[C:19]=1[Cl:20])=[O:4].[NH:21]1[CH:25]=[C:24](B(O)O)[CH:23]=[N:22]1.BrC1C=C(NS(C)(=O)=O)C2N(C(Cl)=C(C(O)=O)N=2)C=1, predict the reaction product. The product is: [Cl:20][C:19]1[N:8]2[CH:9]=[C:10]([C:24]3[CH:25]=[N:21][NH:22][CH:23]=3)[CH:11]=[C:12]([NH:13][S:14]([CH3:17])(=[O:16])=[O:15])[C:7]2=[N:6][C:5]=1[C:3]([OH:2])=[O:4]. (2) Given the reactants [CH2:1]([C:8]1[CH:9]=[C:10]([CH2:13][CH2:14][C:15]([O:17]CC)=[O:16])[NH:11][CH:12]=1)[CH2:2][CH2:3][CH2:4][CH2:5][CH2:6][CH3:7].Cl.[CH3:21][CH2:22]OC(C)=O, predict the reaction product. The product is: [CH2:21]([CH:14]([CH2:13][C:10]1[NH:11][CH:12]=[C:8]([CH2:1][CH2:2][CH2:3][CH2:4][CH2:5][CH2:6][CH3:7])[CH:9]=1)[C:15]([OH:17])=[O:16])[CH3:22]. (3) Given the reactants [C:1]1(=[C:7]2[CH2:12][CH2:11][CH:10]([NH:13][C:14](=[O:25])[CH2:15][C:16]3[CH:21]=[CH:20][C:19]([OH:22])=[C:18]([O:23][CH3:24])[CH:17]=3)[CH2:9][CH2:8]2)[CH2:6][CH2:5][CH2:4][CH2:3][CH2:2]1, predict the reaction product. The product is: [CH:1]1([C@H:7]2[CH2:12][CH2:11][C@H:10]([NH:13][C:14](=[O:25])[CH2:15][C:16]3[CH:21]=[CH:20][C:19]([OH:22])=[C:18]([O:23][CH3:24])[CH:17]=3)[CH2:9][CH2:8]2)[CH2:6][CH2:5][CH2:4][CH2:3][CH2:2]1.